This data is from Reaction yield outcomes from USPTO patents with 853,638 reactions. The task is: Predict the reaction yield, written as a fraction of the theoretical maximum amount of product (1.0 means a 100% yield; for example, 0.34 means a 34% yield). (1) The reactants are [CH3:1][N:2]=[C:3]=[S:4].[CH3:5][C:6]1[N:7]=[CH:8][C:9]([C:12]([NH:14][NH2:15])=O)=[N:10][CH:11]=1.[OH-].[Na+].I[CH3:19]. The catalyst is C(O)C.O.CO. The product is [CH3:5][C:6]1[CH:11]=[N:10][C:9]([C:12]2[N:2]([CH3:1])[C:3]([S:4][CH3:19])=[N:15][N:14]=2)=[CH:8][N:7]=1. The yield is 0.800. (2) The reactants are [NH:1]1[C:9]2[C:4](=[C:5]([N:10]3[CH2:15][CH2:14][N:13]([C:16]([CH:18]4[CH2:27][CH2:26][C:25]5[C:20](=[CH:21][CH:22]=[CH:23][CH:24]=5)[NH:19]4)=[O:17])[CH2:12][CH2:11]3)[CH:6]=[CH:7][CH:8]=2)[CH:3]=[CH:2]1.[CH3:28]C1C=C2C(=CC=1)NC(C(O)=O)CC2. No catalyst specified. The product is [NH:1]1[C:9]2[C:4](=[C:5]([N:10]3[CH2:15][CH2:14][N:13]([C:16]([CH:18]4[CH2:27][CH2:26][C:25]5[C:20](=[CH:21][CH:22]=[C:23]([CH3:28])[CH:24]=5)[NH:19]4)=[O:17])[CH2:12][CH2:11]3)[CH:6]=[CH:7][CH:8]=2)[CH:3]=[CH:2]1. The yield is 0.730. (3) The reactants are [CH3:1][O:2][C:3](=[O:33])[NH:4][CH:5]([C:9]([N:11]1[CH2:15][CH:14]([CH2:16][O:17][CH:18]([F:20])[F:19])[CH2:13][CH:12]1[C:21]1[NH:22][C:23]([C:26]2[CH:31]=[CH:30][C:29](Br)=[CH:28][CH:27]=2)=[CH:24][N:25]=1)=[O:10])[CH:6]([CH3:8])[CH3:7].[CH3:34][O:35][C:36](=[O:69])[NH:37][CH:38]([C:42]([N:44]1[CH2:48][CH2:47][CH2:46][CH:45]1[C:49]1[NH:50][C:51]([C:54]2[CH:59]=[CH:58][C:57](B3OC(C)(C)C(C)(C)O3)=[CH:56][CH:55]=2)=[CH:52][N:53]=1)=[O:43])[CH:39]([CH3:41])[CH3:40].C([O-])([O-])=O.[K+].[K+]. The catalyst is COCCOC.C1C=CC([P]([Pd]([P](C2C=CC=CC=2)(C2C=CC=CC=2)C2C=CC=CC=2)([P](C2C=CC=CC=2)(C2C=CC=CC=2)C2C=CC=CC=2)[P](C2C=CC=CC=2)(C2C=CC=CC=2)C2C=CC=CC=2)(C2C=CC=CC=2)C2C=CC=CC=2)=CC=1. The product is [CH3:1][O:2][C:3](=[O:33])[NH:4][CH:5]([C:9]([N:11]1[CH2:15][CH:14]([CH2:16][O:17][CH:18]([F:20])[F:19])[CH2:13][CH:12]1[C:21]1[NH:22][C:23]([C:26]2[CH:31]=[CH:30][C:29]([C:57]3[CH:58]=[CH:59][C:54]([C:51]4[NH:50][C:49]([CH:45]5[CH2:46][CH2:47][CH2:48][N:44]5[C:42](=[O:43])[CH:38]([NH:37][C:36]([O:35][CH3:34])=[O:69])[CH:39]([CH3:41])[CH3:40])=[N:53][CH:52]=4)=[CH:55][CH:56]=3)=[CH:28][CH:27]=2)=[CH:24][N:25]=1)=[O:10])[CH:6]([CH3:8])[CH3:7]. The yield is 0.300.